From a dataset of Drug-target binding data from BindingDB using Ki measurements. Regression. Given a target protein amino acid sequence and a drug SMILES string, predict the binding affinity score between them. We predict pKi (pKi = -log10(Ki in M); higher means stronger inhibition). Dataset: bindingdb_ki. The compound is O=C(CN1CCO[C@@H](COc2cccnc2)C1)N1CCc2ccccc21. The target protein (P35363) has sequence MEILCEDNISLSSIPNSLMQLGDDSRLYPNDFNSRDANTSEASNWTIDAENRTNLSCEGYLPPTCLSILHLQEKNWSALLTTVVIILTIAGNILVIMAVSLEKKLQNATNYFLMSLAIADMLLGFLVMPVSMLTILYGYRWPLPSKLCAVWIYLDVLFSTASIMHLCAISLDRYVAIQNPIHHSRFNSRTKAFLKIIAVWTISVGISMPIPVFGLQDDSKVFKEGSCLLADDNFVLIGSFVAFFIPLTIMVITYFLTIKSLQKEATLCVSDLSTRAKLSSFSFLPQSSLSSEKLFQRSIHREPGSYAGRRTMQSISNEQKACKVLGIVFFLFVVMWCPFFITNIMAVICKESCNENVIGALLNVFVWIGYLSSAVNPLVYTLFNKTYRSAFSRYIQCQYKENRKPLQLILVNTIPTLAYKSSQLQVGQKKNSQEDAEPTANDCSMVTLGNQHSEEMCTDNIETVNEKVSCV. The pKi is 5.6.